From a dataset of Peptide-MHC class I binding affinity with 185,985 pairs from IEDB/IMGT. Regression. Given a peptide amino acid sequence and an MHC pseudo amino acid sequence, predict their binding affinity value. This is MHC class I binding data. (1) The peptide sequence is MVFGRFSFA. The MHC is HLA-B18:01 with pseudo-sequence HLA-B18:01. The binding affinity (normalized) is 0.0847. (2) The peptide sequence is LFCLLNRYF. The MHC is HLA-A24:02 with pseudo-sequence HLA-A24:02. The binding affinity (normalized) is 0. (3) The peptide sequence is LSCAVHLIIY. The MHC is HLA-A03:01 with pseudo-sequence HLA-A03:01. The binding affinity (normalized) is 0.143. (4) The peptide sequence is RRLTARGLLNM. The MHC is Mamu-B08 with pseudo-sequence Mamu-B08. The binding affinity (normalized) is 0.604. (5) The peptide sequence is GDSVLHLAI. The MHC is H-2-Kd with pseudo-sequence H-2-Kd. The binding affinity (normalized) is 0.191. (6) The peptide sequence is VHYGQGWLY. The MHC is HLA-A02:01 with pseudo-sequence HLA-A02:01. The binding affinity (normalized) is 0.0847. (7) The peptide sequence is VIITWIGM. The MHC is H-2-Kb with pseudo-sequence H-2-Kb. The binding affinity (normalized) is 0.598.